Dataset: Experimentally validated miRNA-target interactions with 360,000+ pairs, plus equal number of negative samples. Task: Binary Classification. Given a miRNA mature sequence and a target amino acid sequence, predict their likelihood of interaction. The miRNA is hsa-miR-1233-5p with sequence AGUGGGAGGCCAGGGCACGGCA. The protein sequence of the target gene is MELSLESLGGLHSVAHAQAGELLSPGHARSAAAQHRGLVAPGRPGLVAGMASLLDGGGGGGGGGAGGAGGAGSAGGGADFRGELAGPLHPAMGMACEAPGLGGTYTTLTPLQHLPPLAAVADKFHQHAAAAAVAGAHGGHPHAHPHPAAAPPPPPPPQRLAASVSGSFTLMRDERAALASVGHLYGPYGKELPAMGSPLSPLPNALPPALHGAPQPPPPPPPPPLAAYGPPGHLAGDKLLPPAAFEPHAALLGRAEDALARGLPGGGGGTGSGGAGSGSAAGLLAPLGGLAAAGAHGPHG.... Result: 1 (interaction).